This data is from Forward reaction prediction with 1.9M reactions from USPTO patents (1976-2016). The task is: Predict the product of the given reaction. Given the reactants [NH2:1][C:2]1[N:7]=[CH:6][N:5]=[C:4]([C:8]([CH3:11])([CH3:10])[CH3:9])[CH:3]=1.Cl[C:13](Cl)([O:15]C(=O)OC(Cl)(Cl)Cl)Cl.C(N(C(C)C)CC)(C)C.[CH3:33][NH:34][C:35]([C:37]1[CH:42]=[C:41]([O:43][C:44]2[CH:49]=[CH:48][C:47]([NH2:50])=[C:46]([F:51])[CH:45]=2)[CH:40]=[CH:39][N:38]=1)=[O:36], predict the reaction product. The product is: [CH3:33][NH:34][C:35]([C:37]1[CH:42]=[C:41]([O:43][C:44]2[CH:49]=[CH:48][C:47]([NH:50][C:13]([NH:1][C:2]3[CH:3]=[C:4]([C:8]([CH3:11])([CH3:10])[CH3:9])[N:5]=[CH:6][N:7]=3)=[O:15])=[C:46]([F:51])[CH:45]=2)[CH:40]=[CH:39][N:38]=1)=[O:36].